This data is from Rat liver microsome stability data. The task is: Regression/Classification. Given a drug SMILES string, predict its absorption, distribution, metabolism, or excretion properties. Task type varies by dataset: regression for continuous measurements (e.g., permeability, clearance, half-life) or binary classification for categorical outcomes (e.g., BBB penetration, CYP inhibition). Dataset: rlm. (1) The compound is COc1cc(F)c(CN2C(=O)N(c3ccc(OC)c(OC)n3)S(=O)(=O)c3ccccc32)c(F)c1. The result is 1 (stable in rat liver microsomes). (2) The molecule is C[C@@H]1CCCN1CCCOc1ccc2c(c1)CCc1cc(=O)n(C)nc1-2. The result is 0 (unstable in rat liver microsomes). (3) The drug is CC(C)c1cc(C(=O)N2CC[C@@H](NC(=O)C3CC3)C2)[nH]n1. The result is 0 (unstable in rat liver microsomes).